Dataset: Reaction yield outcomes from USPTO patents with 853,638 reactions. Task: Predict the reaction yield, written as a fraction of the theoretical maximum amount of product (1.0 means a 100% yield; for example, 0.34 means a 34% yield). (1) The reactants are [CH3:1][C:2]([Si:5]([CH3:11])([CH3:10])[O:6][CH2:7][CH2:8][OH:9])([CH3:4])[CH3:3].F[C:13]1[CH:18]=[CH:17][C:16]([N+:19]([O-:21])=[O:20])=[CH:15][C:14]=1[F:22].[H-].[Na+]. The catalyst is CN(C=O)C. The product is [CH3:4][C:2]([Si:5]([O:6][CH2:7][CH2:8][O:9][C:13]1[CH:18]=[CH:17][C:16]([N+:19]([O-:21])=[O:20])=[CH:15][C:14]=1[F:22])([CH3:11])[CH3:10])([CH3:1])[CH3:3]. The yield is 0.430. (2) The reactants are [O:1]=[C:2]1[CH2:6][CH2:5][C:4](=[O:7])[N:3]1[C:8]1[N:13]=[CH:12][C:11]([CH:14]=[CH:15][C:16]([N:18]([CH3:30])[CH2:19][C:20]2[S:24][C:23]3[CH:25]=[CH:26][CH:27]=[CH:28][C:22]=3[C:21]=2[CH3:29])=[O:17])=[CH:10][CH:9]=1.O=C1CCC(=O)N1C1N=CC(/C=C/C([N:48]([CH3:60])[CH2:49][C:50]2[N:51]([CH3:59])[C:52]3C(C=2)=CC=CC=3)=O)=CC=1.CN1CCNCC1.N. No catalyst specified. The product is [CH3:30][N:18]([CH2:19][C:20]1[S:24][C:23]2[CH:25]=[CH:26][CH:27]=[CH:28][C:22]=2[C:21]=1[CH3:29])[C:16](/[CH:15]=[CH:14]/[C:11]1[CH:10]=[CH:9][C:8]([NH:3][C:4](=[O:7])[CH2:5][CH2:6][C:2]([N:48]2[CH2:49][CH2:50][N:51]([CH3:59])[CH2:52][CH2:60]2)=[O:1])=[N:13][CH:12]=1)=[O:17]. The yield is 0.510. (3) The reactants are [CH:1]1([C:4]2[CH:9]=[CH:8][N+:7]([O-])=[CH:6][C:5]=2[N:11]2[CH2:15][CH2:14][N:13]([C:16]3[CH:21]=[CH:20][N:19]=[C:18]([C:22]([F:25])([F:24])[F:23])[CH:17]=3)[C:12]2=[O:26])[CH2:3][CH2:2]1.C(OC(=O)C)(=[O:29])C. No catalyst specified. The product is [CH:1]1([C:4]2[CH:9]=[CH:8][N:7]=[C:6]([OH:29])[C:5]=2[N:11]2[CH2:15][CH2:14][N:13]([C:16]3[CH:21]=[CH:20][N:19]=[C:18]([C:22]([F:25])([F:24])[F:23])[CH:17]=3)[C:12]2=[O:26])[CH2:3][CH2:2]1. The yield is 0.0800. (4) The reactants are [NH:1]1[CH2:6][CH2:5][CH2:4][CH2:3][C@@H:2]1[C:7]([OH:9])=[O:8].S(Cl)(Cl)=O.[CH3:14]O. No catalyst specified. The product is [NH:1]1[CH2:6][CH2:5][CH2:4][CH2:3][C@@H:2]1[C:7]([O:9][CH3:14])=[O:8]. The yield is 0.920. (5) The reactants are Cl[C:2]1[N:7]=[C:6]([C:8]2[N:12]3[CH:13]=[CH:14][CH:15]=[CH:16][C:11]3=[N:10][C:9]=2[C:17]2[CH:18]=[C:19]([CH:31]=[CH:32][CH:33]=2)[C:20]([NH:22][C:23]2[C:28]([F:29])=[CH:27][CH:26]=[CH:25][C:24]=2[F:30])=[O:21])[CH:5]=[CH:4][N:3]=1.[CH3:34][C:35]1[C:36]([N:44]2[CH2:49][CH2:48][N:47]([S:50]([CH3:53])(=[O:52])=[O:51])[CH2:46][CH2:45]2)=[CH:37][C:38]([O:42][CH3:43])=[C:39]([CH:41]=1)[NH2:40].C1(C)C=CC(S(O)(=O)=O)=CC=1.C(O)C(F)(F)F.N. The catalyst is CO.C(Cl)Cl. The product is [F:30][C:24]1[CH:25]=[CH:26][CH:27]=[C:28]([F:29])[C:23]=1[NH:22][C:20](=[O:21])[C:19]1[CH:31]=[CH:32][CH:33]=[C:17]([C:9]2[N:10]=[C:11]3[CH:16]=[CH:15][CH:14]=[CH:13][N:12]3[C:8]=2[C:6]2[CH:5]=[CH:4][N:3]=[C:2]([NH:40][C:39]3[CH:41]=[C:35]([CH3:34])[C:36]([N:44]4[CH2:49][CH2:48][N:47]([S:50]([CH3:53])(=[O:52])=[O:51])[CH2:46][CH2:45]4)=[CH:37][C:38]=3[O:42][CH3:43])[N:7]=2)[CH:18]=1. The yield is 0.520. (6) The product is [Br:1][C:2]1[C:3]([F:12])=[C:4]2[C:10]([NH:11][C:23]([C:14]3[CH:15]=[N:16][C:17]4[C:22](=[CH:21][CH:20]=[CH:19][CH:18]=4)[N:13]=3)=[O:24])=[CH:9][NH:8][C:5]2=[N:6][CH:7]=1. The catalyst is C(Cl)Cl.O. The reactants are [Br:1][C:2]1[C:3]([F:12])=[C:4]2[C:10]([NH2:11])=[CH:9][NH:8][C:5]2=[N:6][CH:7]=1.[N:13]1[C:22]2[C:17](=[CH:18][CH:19]=[CH:20][CH:21]=2)[N:16]=[CH:15][C:14]=1[C:23](O)=[O:24].C1N(P(Cl)(N2C(=O)OCC2)=O)C(=O)OC1.C(N(CC)CC)C.[Li+].[OH-]. The yield is 0.890.